This data is from Reaction yield outcomes from USPTO patents with 853,638 reactions. The task is: Predict the reaction yield, written as a fraction of the theoretical maximum amount of product (1.0 means a 100% yield; for example, 0.34 means a 34% yield). (1) The reactants are [NH3:1].[Cl:2][C:3]1[CH:8]=[CH:7][C:6]([CH:9]([NH:15][C:16](=[O:22])[O:17][C:18]([CH3:21])([CH3:20])[CH3:19])[CH2:10][S:11](Cl)(=[O:13])=[O:12])=[CH:5][CH:4]=1. The catalyst is C(#N)C. The product is [Cl:2][C:3]1[CH:8]=[CH:7][C:6]([CH:9]([NH:15][C:16](=[O:22])[O:17][C:18]([CH3:21])([CH3:20])[CH3:19])[CH2:10][S:11](=[O:13])(=[O:12])[NH2:1])=[CH:5][CH:4]=1. The yield is 0.685. (2) The yield is 0.460. The reactants are C([O:4][C@H:5]([CH3:25])[CH2:6][CH2:7][CH2:8][CH2:9][N:10]1[C:18](=[O:19])[C:17]2[N:16]=[C:15]3[NH:20][CH2:21][CH2:22][N:14]3[C:13]=2[N:12]([CH3:23])[C:11]1=[O:24])(=O)C.Cl.C(OCC)C. The catalyst is CO. The product is [OH:4][C@H:5]([CH3:25])[CH2:6][CH2:7][CH2:8][CH2:9][N:10]1[C:18](=[O:19])[C:17]2[N:16]=[C:15]3[NH:20][CH2:21][CH2:22][N:14]3[C:13]=2[N:12]([CH3:23])[C:11]1=[O:24].